From a dataset of Reaction yield outcomes from USPTO patents with 853,638 reactions. Predict the reaction yield, written as a fraction of the theoretical maximum amount of product (1.0 means a 100% yield; for example, 0.34 means a 34% yield). (1) The product is [CH3:1][C:2]1[N:3]([S:18]([C:21]2[CH:22]=[N:23][CH:24]=[CH:25][CH:26]=2)(=[O:19])=[O:20])[C:4]([C:12]2[CH:13]=[CH:14][CH:15]=[CH:16][CH:17]=2)=[CH:5][C:6]=1[CH:7]=[O:8]. The catalyst is O1CCCC1.C1(C)C=CC=CC=1. The yield is 0.270. The reactants are [CH3:1][C:2]1[N:3]([S:18]([C:21]2[CH:22]=[N:23][CH:24]=[CH:25][CH:26]=2)(=[O:20])=[O:19])[C:4]([C:12]2[CH:17]=[CH:16][CH:15]=[CH:14][CH:13]=2)=[CH:5][C:6]=1[C:7](OCC)=[O:8].[H-].C([Al+]CC(C)C)C(C)C.O.C(OCC)(=O)C. (2) The reactants are O[CH:2]1[C:11]2[C:6](=[CH:7][CH:8]=[C:9]([N:12]3[C:17](=[O:18])[C:16]([CH2:19][C:20]4[CH:25]=[CH:24][C:23]([C:26]5[CH:31]=[CH:30][CH:29]=[CH:28][C:27]=5[C:32]5[NH:36][C:35](=[O:37])[O:34][N:33]=5)=[CH:22][CH:21]=4)=[C:15]([CH2:38][CH2:39][CH3:40])[N:14]=[C:13]3[CH3:41])[CH:10]=2)[O:5][C:4]([CH3:43])([CH3:42])[CH2:3]1.Cl. The catalyst is C(#N)C.C(OCC)(=O)C. The product is [CH3:42][C:4]1([CH3:43])[CH2:3][CH:2]([NH:12][C:17](=[O:18])[CH3:16])[C:11]2[C:6](=[CH:7][CH:8]=[C:9]([N:12]3[C:17](=[O:18])[C:16]([CH2:19][C:20]4[CH:25]=[CH:24][C:23]([C:26]5[CH:31]=[CH:30][CH:29]=[CH:28][C:27]=5[C:32]5[NH:36][C:35](=[O:37])[O:34][N:33]=5)=[CH:22][CH:21]=4)=[C:15]([CH2:38][CH2:39][CH3:40])[N:14]=[C:13]3[CH3:41])[CH:10]=2)[O:5]1. The yield is 0.760. (3) The reactants are [CH3:1][C:2]1[CH:10]=[CH:9][C:8]([C:11]2[N:12]([C:22]([O:24][C:25]([CH3:28])([CH3:27])[CH3:26])=[O:23])[C:13]3[C:18]([CH:19]=2)=[CH:17][C:16]([CH:20]=O)=[CH:15][CH:14]=3)=[C:7]2[C:3]=1[CH2:4][NH:5][C:6]2=[O:29].[CH2:30]([CH2:32][NH2:33])[OH:31].C(O)(=O)C.C(O[BH-](OC(=O)C)OC(=O)C)(=O)C.[Na+].Cl. The catalyst is C(#N)C. The product is [CH3:1][C:2]1[CH:10]=[CH:9][C:8]([C:11]2[N:12]([C:22]([O:24][C:25]([CH3:27])([CH3:26])[CH3:28])=[O:23])[C:13]3[C:18]([CH:19]=2)=[CH:17][C:16]([CH2:20][NH:33][CH2:32][CH2:30][OH:31])=[CH:15][CH:14]=3)=[C:7]2[C:3]=1[CH2:4][NH:5][C:6]2=[O:29]. The yield is 0.810. (4) The product is [CH2:30]([N:15]([C:12]1[C:11]([CH3:27])=[CH:10][C:9]2[C:8]([CH3:28])([CH3:29])[CH2:7][CH:6]=[C:5]([C:1]([CH3:4])([CH3:3])[CH3:2])[C:14]=2[CH:13]=1)[C:16]1[CH:17]=[CH:18][C:19]([C:20]([O:22][CH2:23][CH3:24])=[O:21])=[CH:25][CH:26]=1)[CH3:31]. The reactants are [C:1]([C:5]1[C:14]2[CH:13]=[C:12]([NH:15][C:16]3[CH:26]=[CH:25][C:19]([C:20]([O:22][CH2:23][CH3:24])=[O:21])=[CH:18][CH:17]=3)[C:11]([CH3:27])=[CH:10][C:9]=2[C:8]([CH3:29])([CH3:28])[CH2:7][CH:6]=1)([CH3:4])([CH3:3])[CH3:2].[CH:30](=O)[CH3:31]. The yield is 0.750. No catalyst specified. (5) The reactants are [C:1]([C:3]1[CH:8]=[CH:7][C:6]([NH2:9])=[C:5]([N+:10]([O-:12])=[O:11])[CH:4]=1)#[CH:2].I[C:14]1[CH:22]=[C:21]2[C:17]([CH:18]=[N:19][NH:20]2)=[CH:16][CH:15]=1. The catalyst is C1COCC1.C(N(CC)CC)C.Cl[Pd](Cl)([P](C1C=CC=CC=1)(C1C=CC=CC=1)C1C=CC=CC=1)[P](C1C=CC=CC=1)(C1C=CC=CC=1)C1C=CC=CC=1.[Cu]Cl. The product is [NH:20]1[C:21]2[C:17](=[CH:16][CH:15]=[C:14]([C:2]#[C:1][C:3]3[CH:8]=[CH:7][C:6]([NH2:9])=[C:5]([N+:10]([O-:12])=[O:11])[CH:4]=3)[CH:22]=2)[CH:18]=[N:19]1. The yield is 0.350. (6) The reactants are [F:1][C:2]([F:28])([F:27])[O:3][C:4]1[CH:9]=[CH:8][C:7]([N:10]2[CH:14]=[N:13][C:12]([C:15]3[CH:20]=[CH:19][C:18](/[C:21](/[CH3:26])=[CH:22]/[C:23]([OH:25])=O)=[CH:17][CH:16]=3)=[N:11]2)=[CH:6][CH:5]=1.C(N(CC)CC)C.P([N:52]=[N+:53]=[N-:54])(=O)(OC1C=CC=CC=1)OC1C=CC=CC=1. The catalyst is C(O)(C)C. The product is [F:1][C:2]([F:28])([F:27])[O:3][C:4]1[CH:5]=[CH:6][C:7]([N:10]2[CH:14]=[N:13][C:12]([C:15]3[CH:20]=[CH:19][C:18](/[C:21](/[CH3:26])=[CH:22]/[C:23]([N:52]=[N+:53]=[N-:54])=[O:25])=[CH:17][CH:16]=3)=[N:11]2)=[CH:8][CH:9]=1. The yield is 0.800. (7) The reactants are [CH:1]([C:3]1[S:4][C:5]2[NH:6][C:7](=[O:16])[C:8]3[CH:9]=[CH:10][CH:11]=[CH:12][C:13]=3[C:14]=2[N:15]=1)=[CH2:2].[CH3:17][NH:18][CH3:19]. The catalyst is C(Cl)Cl.CO. The product is [CH3:17][N:18]([CH3:19])[CH2:2][CH2:1][C:3]1[S:4][C:5]2[NH:6][C:7](=[O:16])[C:8]3[CH:9]=[CH:10][CH:11]=[CH:12][C:13]=3[C:14]=2[N:15]=1. The yield is 0.630. (8) The reactants are [C:1]([C:5]1[CH:6]=[C:7]([NH:24][C:25](=[O:46])[CH2:26][C:27]2[CH:32]=[CH:31][C:30]([S:33][C:34]3[CH:35]=[CH:36][C:37]4[N:38]([C:40]([CH:43]([CH3:45])[CH3:44])=[N:41][N:42]=4)[CH:39]=3)=[CH:29][CH:28]=2)[N:8]([C:10]2[CH:15]=[CH:14][C:13]([O:16][Si](C(C)(C)C)(C)C)=[CH:12][CH:11]=2)[N:9]=1)([CH3:4])([CH3:3])[CH3:2].F.F.F.C(N(CC)CC)C. The catalyst is C1COCC1.CCOC(C)=O. The product is [C:1]([C:5]1[CH:6]=[C:7]([NH:24][C:25](=[O:46])[CH2:26][C:27]2[CH:32]=[CH:31][C:30]([S:33][C:34]3[CH:35]=[CH:36][C:37]4[N:38]([C:40]([CH:43]([CH3:44])[CH3:45])=[N:41][N:42]=4)[CH:39]=3)=[CH:29][CH:28]=2)[N:8]([C:10]2[CH:15]=[CH:14][C:13]([OH:16])=[CH:12][CH:11]=2)[N:9]=1)([CH3:4])([CH3:3])[CH3:2]. The yield is 0.680.